This data is from Full USPTO retrosynthesis dataset with 1.9M reactions from patents (1976-2016). The task is: Predict the reactants needed to synthesize the given product. Given the product [CH:47]1([C:45]([NH:44][C:42]2[N:43]=[C:38]3[CH:37]=[CH:36][C:35]([S:34][C:30]4[CH:29]=[C:28]([NH:27][C:13]([C:4]5[CH:3]=[C:2]([CH3:1])[N:6]([C:7]6[CH:8]=[CH:9][CH:10]=[CH:11][CH:12]=6)[N:5]=5)=[O:15])[CH:33]=[CH:32][CH:31]=4)=[N:40][N:39]3[CH:41]=2)=[O:46])[CH2:48][CH2:49]1, predict the reactants needed to synthesize it. The reactants are: [CH3:1][C:2]1[N:6]([C:7]2[CH:12]=[CH:11][CH:10]=[CH:9][CH:8]=2)[N:5]=[C:4]([C:13]([OH:15])=O)[CH:3]=1.CN(C)C=O.C(Cl)(=O)C(Cl)=O.[NH2:27][C:28]1[CH:29]=[C:30]([S:34][C:35]2[CH:36]=[CH:37][C:38]3[N:39]([CH:41]=[C:42]([NH:44][C:45]([CH:47]4[CH2:49][CH2:48]4)=[O:46])[N:43]=3)[N:40]=2)[CH:31]=[CH:32][CH:33]=1.